Dataset: Full USPTO retrosynthesis dataset with 1.9M reactions from patents (1976-2016). Task: Predict the reactants needed to synthesize the given product. (1) Given the product [ClH:72].[C:1]([C:3]1[CH:4]=[C:5]([C:13]2[O:17][N:16]=[C:15]([C:18]3[C:19]([CH3:32])=[C:20]4[C:25](=[CH:26][CH:27]=3)[CH2:24][N:23]([CH2:28][C:29]([NH:66][CH2:67][C@H:68]([OH:71])[CH2:69][OH:70])=[O:31])[CH2:22][CH2:21]4)[N:14]=2)[CH:6]=[CH:7][C:8]=1[O:9][CH:10]([CH3:12])[CH3:11])#[N:2], predict the reactants needed to synthesize it. The reactants are: [C:1]([C:3]1[CH:4]=[C:5]([C:13]2[O:17][N:16]=[C:15]([C:18]3[C:19]([CH3:32])=[C:20]4[C:25](=[CH:26][CH:27]=3)[CH2:24][N:23]([CH2:28][C:29]([OH:31])=O)[CH2:22][CH2:21]4)[N:14]=2)[CH:6]=[CH:7][C:8]=1[O:9][CH:10]([CH3:12])[CH3:11])#[N:2].CCN(C(C)C)C(C)C.CN(C(ON1N=NC2C=CC=NC1=2)=[N+](C)C)C.F[P-](F)(F)(F)(F)F.[NH2:66][CH2:67][C@H:68]([OH:71])[CH2:69][OH:70].[ClH:72]. (2) Given the product [Cl:23][C:24]1[CH:25]=[C:26]([CH:29]=[CH:30][C:31]=1[Cl:32])[CH2:27][NH:28][C:4]([C:6]1[N:7]=[C:8]([C:15]2[CH:20]=[CH:19][CH:18]=[CH:17][C:16]=2[O:21][CH3:22])[N:9]([CH3:14])[C:10](=[O:13])[C:11]=1[OH:12])=[O:5], predict the reactants needed to synthesize it. The reactants are: C(O[C:4]([C:6]1[N:7]=[C:8]([C:15]2[CH:20]=[CH:19][CH:18]=[CH:17][C:16]=2[O:21][CH3:22])[N:9]([CH3:14])[C:10](=[O:13])[C:11]=1[OH:12])=[O:5])C.[Cl:23][C:24]1[CH:25]=[C:26]([CH:29]=[CH:30][C:31]=1[Cl:32])[CH2:27][NH2:28]. (3) Given the product [Br:19][C:20]1[CH:25]=[C:24]([C:26]([N:16]2[CH2:17][C@@H:12]([C:9]3[N:8]=[C:7]([C:4]4[NH:5][CH:6]=[C:2]([Cl:1])[CH:3]=4)[O:11][N:10]=3)[CH2:13][CH2:14][C@H:15]2[CH3:18])=[O:27])[CH:23]=[CH:22][N:21]=1, predict the reactants needed to synthesize it. The reactants are: [Cl:1][C:2]1[CH:3]=[C:4]([C:7]2[O:11][N:10]=[C:9]([C@@H:12]3[CH2:17][NH:16][C@H:15]([CH3:18])[CH2:14][CH2:13]3)[N:8]=2)[NH:5][CH:6]=1.[Br:19][C:20]1[CH:25]=[C:24]([C:26](O)=[O:27])[CH:23]=[CH:22][N:21]=1.C(Cl)CCl.C1C=NC2N(O)N=NC=2C=1.